From a dataset of Catalyst prediction with 721,799 reactions and 888 catalyst types from USPTO. Predict which catalyst facilitates the given reaction. (1) Reactant: Cl.Cl.[CH3:3][N:4]1[CH2:9][CH2:8][N:7]([C:10]2[CH:15]=[CH:14][C:13]([C:16](=[O:30])/[CH:17]=[CH:18]/[C:19]3[N:24]=[C:23](/[CH:25]=[CH:26]/[C:27](O)=[O:28])[CH:22]=[CH:21][CH:20]=3)=[CH:12][CH:11]=2)[CH2:6][CH2:5]1.C(Cl)CCl.[NH2:35][O:36]C1CCCCO1. Product: [OH:36][NH:35][C:27](=[O:28])/[CH:26]=[CH:25]/[C:23]1[CH:22]=[CH:21][CH:20]=[C:19](/[CH:18]=[CH:17]/[C:16]([C:13]2[CH:14]=[CH:15][C:10]([N:7]3[CH2:6][CH2:5][N:4]([CH3:3])[CH2:9][CH2:8]3)=[CH:11][CH:12]=2)=[O:30])[N:24]=1. The catalyst class is: 3. (2) Reactant: [F:1][C:2]1[CH:30]=[CH:29][C:5]([CH2:6][N:7]2[C:11]3=[CH:12][N:13]=[C:14]([C:19](NOC4CCCCO4)=[O:20])[C:15]([CH2:16][CH2:17][OH:18])=[C:10]3[CH:9]=[CH:8]2)=[CH:4][CH:3]=1.C1(P(C2C=CC=CC=2)C2C=CC=CC=2)C=CC=CC=1.CC(OC(/N=N/C(OC(C)C)=O)=O)C. The catalyst class is: 1. Product: [F:1][C:2]1[CH:3]=[CH:4][C:5]([CH2:6][N:7]2[C:11]3[C:10](=[C:15]4[CH2:16][CH2:17][O:18][C:19](=[O:20])[C:14]4=[N:13][CH:12]=3)[CH:9]=[CH:8]2)=[CH:29][CH:30]=1. (3) Reactant: CCN(S(F)(F)[F:7])CC.O[C@@H:11]1[CH2:15][CH2:14][N:13]([C:16]([O:18][C:19]([CH3:22])([CH3:21])[CH3:20])=[O:17])[C@@H:12]1[C:23](=[O:43])[NH:24][CH2:25][C:26]1[CH:31]=[C:30]([C:32]2[CH:33]=[N:34][C:35]([C:38]([F:41])([F:40])[F:39])=[N:36][CH:37]=2)[CH:29]=[C:28]([CH3:42])[N:27]=1. Product: [F:7][C@H:11]1[CH2:15][CH2:14][N:13]([C:16]([O:18][C:19]([CH3:20])([CH3:21])[CH3:22])=[O:17])[C@@H:12]1[C:23](=[O:43])[NH:24][CH2:25][C:26]1[CH:31]=[C:30]([C:32]2[CH:37]=[N:36][C:35]([C:38]([F:40])([F:41])[F:39])=[N:34][CH:33]=2)[CH:29]=[C:28]([CH3:42])[N:27]=1. The catalyst class is: 4. (4) Reactant: [OH:1][C:2]1[CH:3]=[C:4]([CH2:8][CH2:9][CH2:10][NH:11][C:12]2[N:17]=[C:16]([CH3:18])[C:15]([C:19]([NH:21][C@@H:22]([CH2:26][NH:27][C:28]([C:30]3[S:31][CH:32]=[CH:33][CH:34]=3)=[O:29])[C:23]([OH:25])=[O:24])=[O:20])=[C:14]([CH3:35])[N:13]=2)[CH:5]=[CH:6][CH:7]=1.Br[CH2:37][CH2:38][O:39][CH2:40][CH2:41][O:42][CH2:43][CH3:44].[I-].[Na+].C(N(CC)CC)C. Product: [CH2:38]([O:39][CH2:40][CH2:41][O:42][CH2:43][CH2:44][O:24][C:23](=[O:25])[C@@H:22]([NH:21][C:19]([C:15]1[C:16]([CH3:18])=[N:17][C:12]([NH:11][CH2:10][CH2:9][CH2:8][C:4]2[CH:5]=[CH:6][CH:7]=[C:2]([OH:1])[CH:3]=2)=[N:13][C:14]=1[CH3:35])=[O:20])[CH2:26][NH:27][C:28]([C:30]1[S:31][CH:32]=[CH:33][CH:34]=1)=[O:29])[CH3:37]. The catalyst class is: 31. (5) Reactant: [F:1][C:2]([F:21])([F:20])[CH2:3][CH2:4][NH:5][C:6](=[O:19])[C:7]1[CH:12]=[C:11]([N+:13]([O-:15])=[O:14])[C:10]([NH:16][CH3:17])=[CH:9][C:8]=1Cl.[F:22][C:23]([F:31])([F:30])[CH:24]1[CH2:29][CH2:28][CH2:27][NH:26][CH2:25]1.CCN(C(C)C)C(C)C. Product: [F:1][C:2]([F:21])([F:20])[CH2:3][CH2:4][NH:5][C:6](=[O:19])[C:7]1[CH:12]=[C:11]([N+:13]([O-:15])=[O:14])[C:10]([NH:16][CH3:17])=[CH:9][C:8]=1[N:26]1[CH2:27][CH2:28][CH2:29][CH:24]([C:23]([F:31])([F:30])[F:22])[CH2:25]1. The catalyst class is: 12. (6) Reactant: [CH2:1]([O:8][C:9]1[C:10]([C:30]([O:32][C:33]([CH3:36])([CH3:35])[CH3:34])=[O:31])=[N:11][C:12]([CH2:16][CH:17]2[CH2:22][CH2:21][N:20](C(OC(C)(C)C)=O)[CH2:19][CH2:18]2)=[N:13][C:14]=1[CH3:15])[C:2]1[CH:7]=[CH:6][CH:5]=[CH:4][CH:3]=1.[ClH:37].CCCCCC. Product: [ClH:37].[CH2:1]([O:8][C:9]1[C:10]([C:30]([O:32][C:33]([CH3:36])([CH3:35])[CH3:34])=[O:31])=[N:11][C:12]([CH2:16][CH:17]2[CH2:22][CH2:21][NH:20][CH2:19][CH2:18]2)=[N:13][C:14]=1[CH3:15])[C:2]1[CH:3]=[CH:4][CH:5]=[CH:6][CH:7]=1. The catalyst class is: 13. (7) Reactant: [NH2:1][C:2]1[CH:7]=[CH:6][CH:5]=[CH:4][C:3]=1[OH:8].Br[C:10]1[CH:15]=[CH:14][C:13]([C:16]2[N:21]=[C:20]([C:22]3[CH:27]=[CH:26][CH:25]=[CH:24][CH:23]=3)[CH:19]=[C:18]([C:28]3[CH:33]=[CH:32][CH:31]=[CH:30][CH:29]=3)[N:17]=2)=[CH:12][CH:11]=1.C([O-])([O-])=O.[Cs+].[Cs+]. Product: [C:28]1([C:18]2[CH:19]=[C:20]([C:22]3[CH:27]=[CH:26][CH:25]=[CH:24][CH:23]=3)[N:21]=[C:16]([C:13]3[CH:12]=[CH:11][C:10]([NH:1][C:2]4[CH:7]=[CH:6][CH:5]=[CH:4][C:3]=4[OH:8])=[CH:15][CH:14]=3)[N:17]=2)[CH:33]=[CH:32][CH:31]=[CH:30][CH:29]=1. The catalyst class is: 3.